Dataset: NCI-60 drug combinations with 297,098 pairs across 59 cell lines. Task: Regression. Given two drug SMILES strings and cell line genomic features, predict the synergy score measuring deviation from expected non-interaction effect. (1) Drug 1: COC1=CC(=CC(=C1O)OC)C2C3C(COC3=O)C(C4=CC5=C(C=C24)OCO5)OC6C(C(C7C(O6)COC(O7)C8=CC=CS8)O)O. Drug 2: C1=C(C(=O)NC(=O)N1)F. Cell line: U251. Synergy scores: CSS=60.3, Synergy_ZIP=-6.64, Synergy_Bliss=-9.00, Synergy_Loewe=-5.69, Synergy_HSA=-2.67. (2) Drug 1: CCCS(=O)(=O)NC1=C(C(=C(C=C1)F)C(=O)C2=CNC3=C2C=C(C=N3)C4=CC=C(C=C4)Cl)F. Drug 2: C1CC(=O)NC(=O)C1N2CC3=C(C2=O)C=CC=C3N. Cell line: TK-10. Synergy scores: CSS=6.24, Synergy_ZIP=-2.36, Synergy_Bliss=1.63, Synergy_Loewe=-3.98, Synergy_HSA=1.39.